Dataset: Full USPTO retrosynthesis dataset with 1.9M reactions from patents (1976-2016). Task: Predict the reactants needed to synthesize the given product. (1) Given the product [ClH:36].[CH2:1]([C:5]1[CH:10]=[CH:9][C:8]([C:11]2[O:15][N:14]=[C:13]([C:16]3[CH:21]=[CH:20][C:19]([C@@H:22]([NH:24][C@@H:25]4[CH2:28][C@H:27]([C:29]([OH:31])=[O:30])[CH2:26]4)[CH3:23])=[CH:18][CH:17]=3)[N:12]=2)=[CH:7][CH:6]=1)[CH:2]([CH3:4])[CH3:3], predict the reactants needed to synthesize it. The reactants are: [CH2:1]([C:5]1[CH:10]=[CH:9][C:8]([C:11]2[O:15][N:14]=[C:13]([C:16]3[CH:21]=[CH:20][C:19]([C@@H:22]([NH:24][C@@H:25]4[CH2:28][C@H:27]([C:29]([O:31]CC)=[O:30])[CH2:26]4)[CH3:23])=[CH:18][CH:17]=3)[N:12]=2)=[CH:7][CH:6]=1)[CH:2]([CH3:4])[CH3:3].[OH-].[Na+].[ClH:36]. (2) The reactants are: [Cl:1][C:2]1[CH:3]=[C:4]([CH2:9][NH2:10])[CH:5]=[C:6]([Cl:8])[CH:7]=1.[Cl:11][C:12]1[CH:17]=[CH:16][CH:15]=[CH:14][C:13]=1[CH2:18][N:19]1[C:24](=[O:25])[C:23]([C:26]([NH:28][CH2:29][C:30]([O:32]CC)=[O:31])=[O:27])=[C:22]([OH:35])[C:21]([C:36](OC)=[O:37])=[C:20]1[OH:40]. Given the product [Cl:11][C:12]1[CH:17]=[CH:16][CH:15]=[CH:14][C:13]=1[CH2:18][N:19]1[C:20]([OH:40])=[C:21]([C:36]([NH:10][CH2:9][C:4]2[CH:3]=[C:2]([Cl:1])[CH:7]=[C:6]([Cl:8])[CH:5]=2)=[O:37])[C:22]([OH:35])=[C:23]([C:26]([NH:28][CH2:29][C:30]([OH:32])=[O:31])=[O:27])[C:24]1=[O:25], predict the reactants needed to synthesize it. (3) The reactants are: Br[C:2]1[CH:3]=[CH:4][C:5]([C:8]#[N:9])=[N:6][CH:7]=1.C1(P(C2C=CC=CC=2)C2C=CC=CC=2)C=CC=CC=1.C(N(CC)CC)C.[CH3:36][C:37]([CH3:41])([CH3:40])[C:38]#[CH:39]. Given the product [CH3:36][C:37]([CH3:41])([CH3:40])[C:38]#[C:39][C:2]1[CH:3]=[CH:4][C:5]([C:8]#[N:9])=[N:6][CH:7]=1, predict the reactants needed to synthesize it. (4) Given the product [C:1]([O:5][C:6](=[O:32])[NH:7][C@H:8]([C:18]1[C:23]([Br:24])=[CH:22][CH:21]=[C:20]([C:25]#[C:26][C:27]2([OH:31])[CH2:28][CH2:33][CH2:30]2)[N:19]=1)[CH2:9][C:10]1[CH:15]=[C:14]([F:16])[CH:13]=[C:12]([F:17])[CH:11]=1)([CH3:2])([CH3:4])[CH3:3], predict the reactants needed to synthesize it. The reactants are: [C:1]([O:5][C:6](=[O:32])[NH:7][C@H:8]([C:18]1[C:23]([Br:24])=[CH:22][CH:21]=[C:20]([C:25]#[C:26][C:27]2([OH:31])[CH2:30]O[CH2:28]2)[N:19]=1)[CH2:9][C:10]1[CH:15]=[C:14]([F:16])[CH:13]=[C:12]([F:17])[CH:11]=1)([CH3:4])([CH3:3])[CH3:2].[CH3:33][Si](C#CC1(O)CCC1)(C)C. (5) The reactants are: [CH3:1][C:2]([CH3:9])([CH3:8])[C:3](=O)[CH2:4][C:5]#[N:6].[ClH:10].[CH3:11][S:12][C:13]1[CH:14]=[C:15]([NH:19][NH2:20])[CH:16]=[CH:17][CH:18]=1. Given the product [ClH:10].[C:2]([C:3]1[CH:4]=[C:5]([NH2:6])[N:19]([C:15]2[CH:16]=[CH:17][CH:18]=[C:13]([S:12][CH3:11])[CH:14]=2)[N:20]=1)([CH3:9])([CH3:8])[CH3:1], predict the reactants needed to synthesize it.